Dataset: Catalyst prediction with 721,799 reactions and 888 catalyst types from USPTO. Task: Predict which catalyst facilitates the given reaction. (1) Reactant: [C:1]([O:5][C:6]([N:8]1[CH2:13][CH:12]=[C:11]([C:14]2[S:15][CH:16]=[C:17]([C:19]([OH:21])=O)[CH:18]=2)[CH2:10][CH2:9]1)=[O:7])([CH3:4])([CH3:3])[CH3:2].C(N(CC)CC)C.[NH:29]1[CH2:35][CH2:34][CH2:33][CH2:32][CH2:31][CH2:30]1.CN(C(ON1N=NC2C=CC=NC1=2)=[N+](C)C)C.F[P-](F)(F)(F)(F)F. Product: [C:1]([O:5][C:6]([N:8]1[CH2:13][CH:12]=[C:11]([C:14]2[S:15][CH:16]=[C:17]([C:19]([N:29]3[CH2:35][CH2:34][CH2:33][CH2:32][CH2:31][CH2:30]3)=[O:21])[CH:18]=2)[CH2:10][CH2:9]1)=[O:7])([CH3:2])([CH3:3])[CH3:4]. The catalyst class is: 85. (2) Reactant: [C:1]([NH:4][C:5]1[S:6][C:7]([C:14]2[CH:19]=[CH:18][CH:17]=[CH:16][CH:15]=2)=[C:8]([C:10](OC)=[O:11])[N:9]=1)(=[O:3])[CH3:2].[H-].[Al+3].[Li+].[H-].[H-].[H-]. Product: [CH:10]([C:8]1[N:9]=[C:5]([NH:4][C:1](=[O:3])[CH3:2])[S:6][C:7]=1[C:14]1[CH:19]=[CH:18][CH:17]=[CH:16][CH:15]=1)=[O:11]. The catalyst class is: 1. (3) Reactant: [C:1]([C:4]1[CH:5]=[C:6]([C:21](O)=[O:22])[CH:7]=[C:8]2[C:13]=1[O:12][C:11]([N:14]1[CH2:19][CH2:18][O:17][CH2:16][CH2:15]1)=[CH:10][C:9]2=[O:20])(=[O:3])[CH3:2].CCN(C(C)C)C(C)C.[B-](F)(F)(F)F.CN(C(ON1C(=O)CCC1=O)=[N+](C)C)C.[CH3:53][N:54]([CH3:58])[CH2:55][CH2:56][NH2:57]. Product: [C:1]([C:4]1[CH:5]=[C:6]([C:21]([NH:57][CH2:56][CH2:55][N:54]([CH3:58])[CH3:53])=[O:22])[CH:7]=[C:8]2[C:13]=1[O:12][C:11]([N:14]1[CH2:15][CH2:16][O:17][CH2:18][CH2:19]1)=[CH:10][C:9]2=[O:20])(=[O:3])[CH3:2]. The catalyst class is: 2. (4) Reactant: [H-].[Na+].[O:3]=[C:4]1[C:9]([C:10]2[CH:19]=[CH:18][C:13]([C:14]([O:16][CH3:17])=[O:15])=[CH:12][CH:11]=2)=[CH:8][CH:7]=[CH:6][N:5]1[CH2:20][CH2:21][N:22]1[CH2:27][CH2:26][NH:25][C:24](=[O:28])[CH2:23]1.CI.[C:31](=O)([O-])O.[Na+]. Product: [CH3:31][N:25]1[CH2:26][CH2:27][N:22]([CH2:21][CH2:20][N:5]2[CH:6]=[CH:7][CH:8]=[C:9]([C:10]3[CH:11]=[CH:12][C:13]([C:14]([O:16][CH3:17])=[O:15])=[CH:18][CH:19]=3)[C:4]2=[O:3])[CH2:23][C:24]1=[O:28]. The catalyst class is: 145. (5) Product: [CH2:23]([O:22][C:20]([O:11][C:6]1[N:7]([C:20]([O:22][CH2:23][C:18]2[CH:17]=[CH:26][CH:25]=[CH:24][CH:29]=2)=[O:30])[C:8]2[C:4]([CH:5]=1)=[CH:3][C:2]([Cl:1])=[CH:10][CH:9]=2)=[O:21])[C:24]1[CH:29]=[CH:28][CH:27]=[CH:26][CH:25]=1. The catalyst class is: 1. Reactant: [Cl:1][C:2]1[CH:3]=[C:4]2[C:8](=[CH:9][CH:10]=1)[NH:7][C:6](=[O:11])[CH2:5]2.C(N([CH2:17][CH3:18])CC)C.Cl[C:20]([O:22][CH2:23][C:24]1[CH:29]=[CH:28][CH:27]=[CH:26][CH:25]=1)=[O:21].[OH2:30]. (6) Reactant: [CH3:1][C:2]1[C:10]2[C:9]([O:11][CH2:12][C:13]3[O:17][N:16]=[C:15]([C:18]4[CH:23]=[CH:22][CH:21]=[CH:20][CH:19]=4)[CH:14]=3)=[N:8][CH:7]=[N:6][C:5]=2[S:4][CH:3]=1.[ClH:24]. Product: [ClH:24].[CH3:1][C:2]1[C:10]2[C:9]([O:11][CH2:12][C:13]3[O:17][N:16]=[C:15]([C:18]4[CH:23]=[CH:22][CH:21]=[CH:20][CH:19]=4)[CH:14]=3)=[N:8][CH:7]=[N:6][C:5]=2[S:4][CH:3]=1. The catalyst class is: 5. (7) Reactant: [CH:1]([C:5]1[N:9]([CH:10]2[C:19]3[C:14](=[CH:15][CH:16]=[CH:17][CH:18]=3)[C:13](=[O:20])[O:12][C:11]2([CH3:22])[CH3:21])[CH:8]=[N:7][CH:6]=1)=[CH:2][CH2:3][CH3:4]. Product: [CH2:1]([C:5]1[N:9]([CH:10]2[C:19]3[C:14](=[CH:15][CH:16]=[CH:17][CH:18]=3)[C:13](=[O:20])[O:12][C:11]2([CH3:21])[CH3:22])[CH:8]=[N:7][CH:6]=1)[CH2:2][CH2:3][CH3:4]. The catalyst class is: 19.